This data is from Forward reaction prediction with 1.9M reactions from USPTO patents (1976-2016). The task is: Predict the product of the given reaction. (1) Given the reactants [OH:1][C:2]1[C:11]2[C:6](=[CH:7][CH:8]=[C:9]([O:12][CH3:13])[CH:10]=2)[O:5][C:4](=[O:14])[CH:3]=1.C(N(CC)CC)C.[C:22](Cl)(=[O:24])[CH3:23].[C-]#N.[K+], predict the reaction product. The product is: [C:22]([C:3]1[C:4](=[O:14])[O:5][C:6]2[C:11]([C:2]=1[OH:1])=[CH:10][C:9]([O:12][CH3:13])=[CH:8][CH:7]=2)(=[O:24])[CH3:23]. (2) Given the reactants C([O:4][C:5](=[O:23])[NH:6][C:7]1[CH:11]=[C:10]([C:12]2[CH:17]=[CH:16][CH:15]=[C:14]([Cl:18])[CH:13]=2)[S:9][C:8]=1[C:19](O)([CH3:21])[CH3:20])C=C.CC([O-])(C)C.[K+], predict the reaction product. The product is: [Cl:18][C:14]1[CH:13]=[C:12]([C:10]2[S:9][C:8]3[C:19]([CH3:20])([CH3:21])[O:23][C:5](=[O:4])[NH:6][C:7]=3[CH:11]=2)[CH:17]=[CH:16][CH:15]=1.